This data is from Forward reaction prediction with 1.9M reactions from USPTO patents (1976-2016). The task is: Predict the product of the given reaction. (1) Given the reactants Br[CH2:2][C:3]1[C:7]([C:8](=[O:16])[NH:9][N:10]2[CH2:15][CH2:14][CH2:13][CH2:12][CH2:11]2)=[N:6][N:5]([C:17]2[CH:22]=[CH:21][C:20]([Cl:23])=[CH:19][C:18]=2[Cl:24])[C:4]=1[C:25]1[CH:30]=[CH:29][C:28]([O:31][S:32]([CH2:35][CH2:36][CH3:37])(=[O:34])=[O:33])=[CH:27][CH:26]=1.[OH2:38], predict the reaction product. The product is: [Cl:24][C:18]1[CH:19]=[C:20]([Cl:23])[CH:21]=[CH:22][C:17]=1[N:5]1[C:4]([C:25]2[CH:30]=[CH:29][C:28]([O:31][S:32]([CH2:35][CH2:36][CH3:37])(=[O:34])=[O:33])=[CH:27][CH:26]=2)=[C:3]([CH2:2][OH:38])[C:7]([C:8](=[O:16])[NH:9][N:10]2[CH2:11][CH2:12][CH2:13][CH2:14][CH2:15]2)=[N:6]1. (2) The product is: [Br:10][CH2:11][CH2:12][CH2:13][O:9][C:3]1[CH:4]=[CH:5][CH:6]=[C:7]([F:8])[C:2]=1[F:1]. Given the reactants [F:1][C:2]1[C:7]([F:8])=[CH:6][CH:5]=[CH:4][C:3]=1[OH:9].[Br:10][CH2:11][CH2:12][CH2:13]Br, predict the reaction product. (3) The product is: [ClH:47].[OH:46][C:43]1[CH:44]=[CH:45][C:40]([CH:32]([C:33]2[CH:38]=[CH:37][C:36]([OH:39])=[CH:35][CH:34]=2)[CH2:31][NH:30][C:9]2[N:8]=[C:7]([N:4]3[CH2:5][CH2:6][C@@H:2]([NH:1][C:72]([NH:74][C:75]4[CH:80]=[CH:79][N:78]=[CH:77][CH:76]=4)=[O:73])[CH2:3]3)[N:15]=[C:14]3[C:10]=2[N:11]=[CH:12][N:13]3[C@@H:16]2[CH2:20][C@H:19]([N:21]3[N:25]=[N:24][C:23]([CH2:26][CH3:27])=[N:22]3)[C@@H:18]([OH:28])[C@H:17]2[OH:29])=[CH:41][CH:42]=1. Given the reactants [NH2:1][C@@H:2]1[CH2:6][CH2:5][N:4]([C:7]2[N:15]=[C:14]3[C:10]([N:11]=[CH:12][N:13]3[C@@H:16]3[CH2:20][C@H:19]([N:21]4[N:25]=[N:24][C:23]([CH2:26][CH3:27])=[N:22]4)[C@@H:18]([OH:28])[C@H:17]3[OH:29])=[C:9]([NH:30][CH2:31][CH:32]([C:40]3[CH:45]=[CH:44][C:43]([OH:46])=[CH:42][CH:41]=3)[C:33]3[CH:38]=[CH:37][C:36]([OH:39])=[CH:35][CH:34]=3)[N:8]=2)[CH2:3]1.[ClH:47].C1(C(C2C=CC=CC=2)CNC2N=C(N3CC[C@@H](N[C:72]([NH:74][C:75]4[CH:80]=[CH:79][N:78]=[CH:77][CH:76]=4)=[O:73])C3)N=C3C=2N=CN3[C@@H]2C[C@H](N3N=NC(CC)=N3)[C@@H](O)[C@H]2O)C=CC=CC=1, predict the reaction product. (4) Given the reactants [ClH:1].[CH3:2][N:3]([CH2:11][CH2:12][N:13]1[CH2:18][CH2:17][C:16]([C:24]2[CH:29]=[CH:28][CH:27]=[CH:26][CH:25]=2)([N:19]2[CH2:23][CH2:22][CH2:21][CH2:20]2)[CH2:15][CH2:14]1)[C:4](=[O:10])[O:5][C:6]([CH3:9])([CH3:8])[CH3:7].CO.C(Cl)(Cl)[Cl:33], predict the reaction product. The product is: [ClH:33].[ClH:1].[ClH:33].[CH3:2][N:3]([CH2:11][CH2:12][N:13]1[CH2:14][CH2:15][C:16]([C:24]2[CH:29]=[CH:28][CH:27]=[CH:26][CH:25]=2)([N:19]2[CH2:23][CH2:22][CH2:21][CH2:20]2)[CH2:17][CH2:18]1)[C:4](=[O:10])[O:5][C:6]([CH3:9])([CH3:7])[CH3:8]. (5) Given the reactants [C:1]([O:4][C:5]1[CH:10]=[CH:9][CH:8]=[C:7]([C:11]2[N:20]=[C:19](Cl)[C:18]3[C:13](=[CH:14][CH:15]=[CH:16][CH:17]=3)[N:12]=2)[CH:6]=1)(=[O:3])[CH3:2].[NH2:22][C:23]1[CH:24]=[C:25]2[C:29](=[CH:30][CH:31]=1)[N:28]([C:32]([O:34][C:35]([CH3:38])([CH3:37])[CH3:36])=[O:33])[N:27]=[CH:26]2, predict the reaction product. The product is: [C:1]([O:4][C:5]1[CH:6]=[C:7]([C:11]2[N:20]=[C:19]([NH:22][C:23]3[CH:24]=[C:25]4[C:29](=[CH:30][CH:31]=3)[N:28]([C:32]([O:34][C:35]([CH3:38])([CH3:37])[CH3:36])=[O:33])[N:27]=[CH:26]4)[C:18]3[C:13](=[CH:14][CH:15]=[CH:16][CH:17]=3)[N:12]=2)[CH:8]=[CH:9][CH:10]=1)(=[O:3])[CH3:2]. (6) Given the reactants CC1C=C(C)C=C(C)N=1.ON1C2C=CC=CC=2N=N1.[O:20]1[CH2:24][CH2:23][CH2:22][CH:21]1[O:25][CH2:26][C:27]([O:29][CH2:30][CH3:31])=[O:28].[O:32]([C:43]1[CH:48]=[C:47]([CH2:49][O:50][CH:51]2[CH2:55][CH2:54][CH2:53][O:52]2)[CH:46]=[CH:45][C:44]=1[CH2:56][C:57]1[CH:62]=[CH:61][C:60]([CH2:63][CH3:64])=[CH:59][CH:58]=1)[C@@H:33]1[O:40][C@H](CO)[CH2:38][C@H:36]([OH:37])[C@H:34]1[OH:35].Cl.C(N=C=NCCCN(C)C)C, predict the reaction product. The product is: [O:20]1[CH2:24][CH2:23][CH2:22][CH:21]1[O:25][CH2:26][C:27]([O:29][CH2:30][C@H:31]1[O:40][C@@H:33]([O:32][C:43]2[CH:48]=[C:47]([CH2:49][O:50][CH:51]3[CH2:55][CH2:54][CH2:53][O:52]3)[CH:46]=[CH:45][C:44]=2[CH2:56][C:57]2[CH:58]=[CH:59][C:60]([CH2:63][CH3:64])=[CH:61][CH:62]=2)[C@H:34]([OH:35])[C@@H:36]([OH:37])[CH2:38]1)=[O:28].